This data is from Catalyst prediction with 721,799 reactions and 888 catalyst types from USPTO. The task is: Predict which catalyst facilitates the given reaction. (1) Reactant: [C:1]([O:5][C:6](=[O:9])[CH2:7][NH2:8])([CH3:4])([CH3:3])[CH3:2].[C:10]([Si:14]([CH3:24])([CH3:23])[O:15][CH2:16][C:17]([CH3:22])([CH3:21])[CH2:18][CH:19]=O)([CH3:13])([CH3:12])[CH3:11]. Product: [C:1]([O:5][C:6](=[O:9])[CH2:7]/[N:8]=[CH:19]/[CH2:18][C:17]([CH3:21])([CH3:22])[CH2:16][O:15][Si:14]([C:10]([CH3:13])([CH3:12])[CH3:11])([CH3:24])[CH3:23])([CH3:4])([CH3:3])[CH3:2]. The catalyst class is: 2. (2) Reactant: [C:1]([C:4]1[C:22](=[O:23])[C@@:8]2([CH3:24])[C:9]3[C:15]([OH:16])=[CH:14][C:13]([O:17][CH3:18])=[C:12]([C:19](O)=[O:20])[C:10]=3[O:11][C:7]2=[CH:6][C:5]=1[OH:25])(=[O:3])[CH3:2].[CH3:26][NH:27][CH2:28][C:29]1[C:38]2[C:33](=[CH:34][CH:35]=[CH:36][CH:37]=2)[CH:32]=[CH:31][CH:30]=1.Cl.CN(C)C(C)CN=C=NCC.O.ON1C2C=CC=CC=2N=N1.[Cl-].[NH4+]. Product: [C:1]([C:4]1[C:22](=[O:23])[C@@:8]2([CH3:24])[C:9]3[C:15]([OH:16])=[CH:14][C:13]([O:17][CH3:18])=[C:12]([C:19]([N:27]([CH3:26])[CH2:28][C:29]4[C:38]5[C:33](=[CH:34][CH:35]=[CH:36][CH:37]=5)[CH:32]=[CH:31][CH:30]=4)=[O:20])[C:10]=3[O:11][C:7]2=[CH:6][C:5]=1[OH:25])(=[O:3])[CH3:2]. The catalyst class is: 9. (3) Reactant: [F:1][C:2]1[CH:7]=[CH:6][C:5]([C:8](=[O:12])[CH:9]([OH:11])[OH:10])=[CH:4][CH:3]=1.C([O-])([O-])O[CH2:15][CH3:16].O.[C:20]1(C)C=CC(S(O)(=O)=O)=C[CH:21]=1. Product: [CH2:20]([O:11][CH:9]([O:10][CH2:15][CH3:16])[C:8]([C:5]1[CH:4]=[CH:3][C:2]([F:1])=[CH:7][CH:6]=1)=[O:12])[CH3:21]. The catalyst class is: 4. (4) Reactant: [CH2:1]([CH2:3][NH2:4])[OH:2].[N:5]([CH2:8][CH2:9][CH2:10][NH:11][C:12]1[N:17]=[C:16](Cl)[N:15]=[C:14]([Cl:19])[N:13]=1)=[N+:6]=[N-:7]. Product: [N:5]([CH2:8][CH2:9][CH2:10][NH:11][C:12]1[N:13]=[C:14]([Cl:19])[N:15]=[C:16]([NH:4][CH2:3][CH2:1][OH:2])[N:17]=1)=[N+:6]=[N-:7]. The catalyst class is: 21. (5) Reactant: C(N(CC)CC)C.FC(F)(F)C(OC(=O)C(F)(F)F)=O.[Cl:21][C:22]1[CH:23]=[N:24][CH:25]=[C:26]([Cl:45])[C:27]=1[NH:28][C:29]([C:31]1[C:32]2[N:33]([N:39]=[C:40]([CH:42]=[N:43]O)[CH:41]=2)[C:34]([O:37][CH3:38])=[CH:35][CH:36]=1)=[O:30].C(=O)([O-])O.[Na+]. Product: [Cl:21][C:22]1[CH:23]=[N:24][CH:25]=[C:26]([Cl:45])[C:27]=1[NH:28][C:29]([C:31]1[C:32]2[N:33]([N:39]=[C:40]([C:42]#[N:43])[CH:41]=2)[C:34]([O:37][CH3:38])=[CH:35][CH:36]=1)=[O:30]. The catalyst class is: 4. (6) Reactant: [C:1]([N:5]1[C:13]2[C:8](=[CH:9][C:10]([N+:14]([O-])=O)=[CH:11][CH:12]=2)[CH:7]=[CH:6]1)([CH3:4])([CH3:3])[CH3:2]. Product: [C:1]([N:5]1[C:13]2[C:8](=[CH:9][C:10]([NH2:14])=[CH:11][CH:12]=2)[CH:7]=[CH:6]1)([CH3:4])([CH3:2])[CH3:3]. The catalyst class is: 94. (7) Reactant: [C:1]([C:3]1[CH:4]=[C:5]([CH2:10][C:11]([OH:13])=[O:12])[CH:6]=[CH:7][C:8]=1[F:9])#[N:2].C(=O)([O-])[O-].[K+].[K+].[CH2:20](I)[CH3:21]. Product: [CH2:20]([O:12][C:11](=[O:13])[CH2:10][C:5]1[CH:6]=[CH:7][C:8]([F:9])=[C:3]([C:1]#[N:2])[CH:4]=1)[CH3:21]. The catalyst class is: 3. (8) Reactant: [CH:1]1([CH:7]2[CH:16]3[CH2:17][CH2:18][CH2:19][O:20][CH:15]3[C:14]3[CH:13]=[C:12]([O:21][CH2:22][CH2:23][CH:24]([CH3:26])[CH3:25])[CH:11]=[CH:10][C:9]=3[NH:8]2)[CH2:6][CH2:5][CH2:4][CH2:3][CH2:2]1.[BH-](OC(C)=O)(OC(C)=O)O[C:29](C)=O.[Na+].C=O. Product: [CH:1]1([CH:7]2[CH:16]3[CH2:17][CH2:18][CH2:19][O:20][CH:15]3[C:14]3[CH:13]=[C:12]([O:21][CH2:22][CH2:23][CH:24]([CH3:26])[CH3:25])[CH:11]=[CH:10][C:9]=3[N:8]2[CH3:29])[CH2:2][CH2:3][CH2:4][CH2:5][CH2:6]1. The catalyst class is: 5. (9) Reactant: [CH3:1][O:2][C:3]1[CH:4]=[C:5]([CH:11]=[CH:12][C:13]=1[O:14][CH2:15][CH2:16][NH:17][CH2:18][CH3:19])[C:6]([O:8][CH2:9][CH3:10])=[O:7].[CH3:20][O:21][C:22]1[CH:23]=[C:24]([CH2:39][C:40](O)=[O:41])[CH:25]=[CH:26][C:27]=1[NH:28][C:29]([NH:31][C:32]1[CH:37]=[CH:36][CH:35]=[CH:34][C:33]=1[CH3:38])=[O:30].CCN(CC)CC. Product: [CH3:1][O:2][C:3]1[CH:4]=[C:5]([CH:11]=[CH:12][C:13]=1[O:14][CH2:15][CH2:16][NH:17][CH2:18][CH2:19][C:40](=[O:41])[CH2:39][C:24]1[CH:25]=[CH:26][C:27]([NH:28][C:29]([NH:31][C:32]2[CH:37]=[CH:36][CH:35]=[CH:34][C:33]=2[CH3:38])=[O:30])=[C:22]([O:21][CH3:20])[CH:23]=1)[C:6]([O:8][CH2:9][CH3:10])=[O:7]. The catalyst class is: 31. (10) Reactant: [Cl:1][C:2]1[CH:19]=[CH:18][C:17]([CH:20]2[C@H:25]([O:26][CH2:27][C:28]3[CH:33]=[CH:32][CH:31]=[CH:30][CH:29]=3)[C@@H:24]([O:34][CH2:35][C:36]3[CH:41]=[CH:40][CH:39]=[CH:38][CH:37]=3)[C@H:23]([O:42][CH2:43][C:44]3[CH:49]=[CH:48][CH:47]=[CH:46][CH:45]=3)[C@@H:22]([CH2:50][O:51][CH2:52][C:53]3[CH:58]=[CH:57][CH:56]=[CH:55][CH:54]=3)[O:21]2)=[CH:16][C:3]=1[CH2:4][O:5][Si](C(C)C)(C(C)C)C(C)C.[F-].C([N+](CCCC)(CCCC)CCCC)CCC. Product: [Cl:1][C:2]1[CH:19]=[CH:18][C:17]([CH:20]2[C@H:25]([O:26][CH2:27][C:28]3[CH:29]=[CH:30][CH:31]=[CH:32][CH:33]=3)[C@@H:24]([O:34][CH2:35][C:36]3[CH:41]=[CH:40][CH:39]=[CH:38][CH:37]=3)[C@H:23]([O:42][CH2:43][C:44]3[CH:45]=[CH:46][CH:47]=[CH:48][CH:49]=3)[C@@H:22]([CH2:50][O:51][CH2:52][C:53]3[CH:54]=[CH:55][CH:56]=[CH:57][CH:58]=3)[O:21]2)=[CH:16][C:3]=1[CH2:4][OH:5]. The catalyst class is: 7.